Dataset: Reaction yield outcomes from USPTO patents with 853,638 reactions. Task: Predict the reaction yield, written as a fraction of the theoretical maximum amount of product (1.0 means a 100% yield; for example, 0.34 means a 34% yield). The reactants are C(N(CCCC)CCCC)CCC.[CH2:14]([OH:22])[C:15]([F:21])([F:20])[C:16]([F:19])([F:18])[F:17].[CH2:23]=[C:24]([C:29](OS(F)(=O)=O)([F:31])[F:30])[C:25]([F:28])([F:27])[F:26]. The catalyst is COCCOCCOC. The product is [CH2:23]=[C:24]([C:29]([O:22][CH2:14][C:15]([C:16]([F:19])([F:18])[F:17])([F:21])[F:20])([F:31])[F:30])[C:25]([F:28])([F:27])[F:26]. The yield is 0.580.